Dataset: Full USPTO retrosynthesis dataset with 1.9M reactions from patents (1976-2016). Task: Predict the reactants needed to synthesize the given product. Given the product [Cl:1][C:2]1[CH:3]=[C:4]([CH:14]=[CH:15][C:16]=1[Cl:17])[CH2:5][N:6]1[CH2:11][CH2:10][O:9][CH:8]([CH2:12][NH:13][C:26]([NH:25][C:23]2[CH:22]=[C:21]([Cl:28])[N:20]=[C:19]([Cl:18])[CH:24]=2)=[O:27])[CH2:7]1, predict the reactants needed to synthesize it. The reactants are: [Cl:1][C:2]1[CH:3]=[C:4]([CH:14]=[CH:15][C:16]=1[Cl:17])[CH2:5][N:6]1[CH2:11][CH2:10][O:9][CH:8]([CH2:12][NH2:13])[CH2:7]1.[Cl:18][C:19]1[CH:24]=[C:23]([N:25]=[C:26]=[O:27])[CH:22]=[C:21]([Cl:28])[N:20]=1.